From a dataset of Forward reaction prediction with 1.9M reactions from USPTO patents (1976-2016). Predict the product of the given reaction. (1) Given the reactants [C:1](OC(=O)C)(=[O:3])[CH3:2].Cl.[CH3:9][CH:10]1[CH2:16][CH2:15][NH:14][CH2:13][CH2:12][C:11]1=[O:17].N1C=CC=CC=1, predict the reaction product. The product is: [C:1]([N:14]1[CH2:15][CH2:16][CH:10]([CH3:9])[C:11](=[O:17])[CH2:12][CH2:13]1)(=[O:3])[CH3:2]. (2) Given the reactants [OH:1][C:2]1[CH:7]=[CH:6][CH:5]=[C:4]([CH3:8])[N:3]=1.I[CH3:10], predict the reaction product. The product is: [CH3:10][O:1][C:2]1[CH:7]=[CH:6][CH:5]=[C:4]([CH3:8])[N:3]=1. (3) Given the reactants [CH2:1]1[C:10]2[C:5](=[CH:6][CH:7]=[CH:8][CH:9]=2)[CH2:4][CH2:3][N:2]1[C:11]1[N:16]=[C:15]([C:17]([NH2:19])=O)[CH:14]=[CH:13][CH:12]=1.[H-].[Al+3].[Li+].[H-].[H-].[H-].[ClH:26], predict the reaction product. The product is: [ClH:26].[CH2:1]1[C:10]2[C:5](=[CH:6][CH:7]=[CH:8][CH:9]=2)[CH2:4][CH2:3][N:2]1[C:11]1[N:16]=[C:15]([CH2:17][NH2:19])[CH:14]=[CH:13][CH:12]=1. (4) The product is: [NH:18]1[C:19]2[C:15](=[CH:14][C:13]([NH:12][C:2]3[N:10]=[C:9]([CH3:11])[CH:8]=[CH:7][C:3]=3[C:4]([OH:6])=[O:5])=[CH:21][CH:20]=2)[CH:16]=[N:17]1. Given the reactants Cl[C:2]1[N:10]=[C:9]([CH3:11])[CH:8]=[CH:7][C:3]=1[C:4]([OH:6])=[O:5].[NH2:12][C:13]1[CH:14]=[C:15]2[C:19](=[CH:20][CH:21]=1)[NH:18][N:17]=[CH:16]2.N1C=CC=CC=1.O, predict the reaction product.